From a dataset of Forward reaction prediction with 1.9M reactions from USPTO patents (1976-2016). Predict the product of the given reaction. (1) Given the reactants C(OC([N:8]1[CH2:17][CH2:16][C:15]2[C:11](=[C:12](OS(C(F)(F)F)(=O)=O)[N:13]([C:18]3[CH:23]=[CH:22][CH:21]=[CH:20][CH:19]=3)[N:14]=2)[CH2:10][CH2:9]1)=O)(C)(C)C.B(O)(O)[C:33]1[CH:34]=[CH:35][C:36]([CH3:39])=[CH:37][CH:38]=1, predict the reaction product. The product is: [C:18]1([N:13]2[C:12]([C:33]3[CH:38]=[CH:37][C:36]([CH3:39])=[CH:35][CH:34]=3)=[C:11]3[C:15]([CH2:16][CH2:17][NH:8][CH2:9][CH2:10]3)=[N:14]2)[CH:19]=[CH:20][CH:21]=[CH:22][CH:23]=1. (2) Given the reactants [N:1]1([C:6]2[CH:11]=[CH:10][C:9]([C:12]3[O:16][N:15]=[CH:14][CH:13]=3)=[CH:8][CH:7]=2)[CH:5]=[CH:4][N:3]=[CH:2]1.[Na:17], predict the reaction product. The product is: [OH:16][C:12]([C:9]1[CH:8]=[CH:7][C:6]([N:1]2[CH:5]=[CH:4][N:3]=[CH:2]2)=[CH:11][CH:10]=1)=[CH:13][C:14]#[N:15].[Na:17]. (3) Given the reactants [Cl:1][C:2]1[CH:7]=[CH:6][C:5]([S:8]([N:11]2[CH:16]=[CH:15][C:14](=O)[C:13](=[CH:18][N:19](C)C)[CH:12]2[C:22]([O:24][CH2:25][CH3:26])=[O:23])(=[O:10])=[O:9])=[CH:4][CH:3]=1.C(O)(=O)C.O.[NH2:32]N, predict the reaction product. The product is: [Cl:1][C:2]1[CH:3]=[CH:4][C:5]([S:8]([N:11]2[CH:16]=[CH:15][C:14]3[NH:32][N:19]=[CH:18][C:13]=3[CH:12]2[C:22]([O:24][CH2:25][CH3:26])=[O:23])(=[O:10])=[O:9])=[CH:6][CH:7]=1.